The task is: Predict which catalyst facilitates the given reaction.. This data is from Catalyst prediction with 721,799 reactions and 888 catalyst types from USPTO. (1) Reactant: [CH3:1][N:2]([CH3:35])[CH:3]1[CH2:6][N:5]([C:7]2[C:12]([N+:13]([O-])=O)=[CH:11][C:10]([NH:16][C:17]3[N:22]=[C:21]([C:23]4[C:31]5[C:26](=[CH:27][CH:28]=[CH:29][CH:30]=5)[N:25]([CH3:32])[CH:24]=4)[CH:20]=[CH:19][N:18]=3)=[C:9]([O:33][CH3:34])[CH:8]=2)[CH2:4]1.[NH4+].[Cl-]. Product: [CH3:35][N:2]([CH3:1])[CH:3]1[CH2:4][N:5]([C:7]2[CH:8]=[C:9]([O:33][CH3:34])[C:10]([NH:16][C:17]3[N:22]=[C:21]([C:23]4[C:31]5[C:26](=[CH:27][CH:28]=[CH:29][CH:30]=5)[N:25]([CH3:32])[CH:24]=4)[CH:20]=[CH:19][N:18]=3)=[CH:11][C:12]=2[NH2:13])[CH2:6]1. The catalyst class is: 190. (2) Reactant: Br[C:2]1[CH:3]=[CH:4][C:5]([C:8]([N:10]2[CH2:15][C@@H:14]3[CH2:16][C@H:11]2[CH2:12][N:13]3[C:17]([C@@H:19]([NH:24][C:25]([C:27]2[NH:28][C:29]3[C:34]([CH:35]=2)=[CH:33][CH:32]=[CH:31][CH:30]=3)=[O:26])[C:20]([CH3:23])([CH3:22])[CH3:21])=[O:18])=[O:9])=[N:6][CH:7]=1.[B:36]1([B:36]2[O:40][C:39]([CH3:42])([CH3:41])[C:38]([CH3:44])([CH3:43])[O:37]2)[O:40][C:39]([CH3:42])([CH3:41])[C:38]([CH3:44])([CH3:43])[O:37]1.C([O-])(=O)C.[K+]. Product: [CH3:23][C:20]([CH3:21])([CH3:22])[C@H:19]([NH:24][C:25]([C:27]1[NH:28][C:29]2[C:34]([CH:35]=1)=[CH:33][CH:32]=[CH:31][CH:30]=2)=[O:26])[C:17]([N:13]1[CH2:12][C@@H:11]2[CH2:16][C@H:14]1[CH2:15][N:10]2[C:8]([C:5]1[CH:4]=[CH:3][C:2]([B:36]2[O:40][C:39]([CH3:42])([CH3:41])[C:38]([CH3:44])([CH3:43])[O:37]2)=[CH:7][N:6]=1)=[O:9])=[O:18]. The catalyst class is: 117. (3) Reactant: [NH2:1][C:2]1[C:7]([N+:8]([O-:10])=[O:9])=[CH:6][CH:5]=[C:4](Cl)[N:3]=1.[C:12]([NH:15][C:16]1[CH:21]=[CH:20][C:19]([OH:22])=[CH:18][CH:17]=1)(=[O:14])[CH3:13].C([O-])([O-])=O.[K+].[K+]. Product: [N+:8]([C:7]1[C:2]([NH2:1])=[N:3][C:4]([O:22][C:19]2[CH:18]=[CH:17][C:16]([NH:15][C:12](=[O:14])[CH3:13])=[CH:21][CH:20]=2)=[CH:5][CH:6]=1)([O-:10])=[O:9]. The catalyst class is: 3. (4) Reactant: [Br:1][C:2]1[CH:3]=[C:4]([Cl:21])[C:5]2[O:9][CH:8]([CH2:10][NH:11][C:12](=[O:18])[O:13][C:14]([CH3:17])([CH3:16])[CH3:15])[CH:7]([OH:19])[C:6]=2[CH:20]=1.CC(OI1(OC(C)=O)(OC(C)=O)OC(=O)C2C=CC=CC1=2)=O. Product: [Br:1][C:2]1[CH:3]=[C:4]([Cl:21])[C:5]2[O:9][CH:8]([CH2:10][NH:11][C:12](=[O:18])[O:13][C:14]([CH3:17])([CH3:15])[CH3:16])[C:7](=[O:19])[C:6]=2[CH:20]=1. The catalyst class is: 4. (5) Reactant: [Cl:1][C:2]1[C:7]([CH:8]([C:10]2[CH:15]=[CH:14][CH:13]=[CH:12][CH:11]=2)[OH:9])=[CH:6][N:5]=[C:4]2[N:16]([Si:19]([CH:26]([CH3:28])[CH3:27])([CH:23]([CH3:25])[CH3:24])[CH:20]([CH3:22])[CH3:21])[CH:17]=[CH:18][C:3]=12. Product: [Cl:1][C:2]1[C:7]([C:8]([C:10]2[CH:15]=[CH:14][CH:13]=[CH:12][CH:11]=2)=[O:9])=[CH:6][N:5]=[C:4]2[N:16]([Si:19]([CH:23]([CH3:25])[CH3:24])([CH:26]([CH3:28])[CH3:27])[CH:20]([CH3:21])[CH3:22])[CH:17]=[CH:18][C:3]=12. The catalyst class is: 661.